Dataset: Full USPTO retrosynthesis dataset with 1.9M reactions from patents (1976-2016). Task: Predict the reactants needed to synthesize the given product. (1) Given the product [F:20][C:17]1[CH:18]=[CH:19][C:14]([CH:13]([C:21]2[CH:26]=[CH:25][C:24]([F:27])=[CH:23][CH:22]=2)[CH2:12][CH2:11][CH2:10][CH2:9][C:8]([N:5]2[CH2:6][CH2:7][CH:3]([CH2:2][NH:1][C:34](=[O:35])[C:33]3[CH:32]=[C:31]([O:30][CH3:29])[C:39]([O:40][CH3:41])=[C:38]([O:42][CH3:43])[CH:37]=3)[CH2:4]2)=[O:28])=[CH:15][CH:16]=1, predict the reactants needed to synthesize it. The reactants are: [NH2:1][CH2:2][CH:3]1[CH2:7][CH2:6][N:5]([C:8](=[O:28])[CH2:9][CH2:10][CH2:11][CH2:12][CH:13]([C:21]2[CH:26]=[CH:25][C:24]([F:27])=[CH:23][CH:22]=2)[C:14]2[CH:19]=[CH:18][C:17]([F:20])=[CH:16][CH:15]=2)[CH2:4]1.[CH3:29][O:30][C:31]1[CH:32]=[C:33]([CH:37]=[C:38]([O:42][CH3:43])[C:39]=1[O:40][CH3:41])[C:34](O)=[O:35].C(Cl)CCl. (2) The reactants are: [Br:1][C:2]1[CH:3]=[C:4]2[C:9](=[CH:10][CH:11]=1)[N:8]=[CH:7][CH:6]=[C:5]2Cl.[N:13]1([C:20]([O:22][C:23]([CH3:26])([CH3:25])[CH3:24])=[O:21])[CH2:19][CH2:18][CH2:17][NH:16][CH2:15][CH2:14]1.C([O-])([O-])=O.[K+].[K+].O. Given the product [Br:1][C:2]1[CH:3]=[C:4]2[C:9](=[CH:10][CH:11]=1)[N:8]=[CH:7][CH:6]=[C:5]2[N:16]1[CH2:17][CH2:18][CH2:19][N:13]([C:20]([O:22][C:23]([CH3:26])([CH3:25])[CH3:24])=[O:21])[CH2:14][CH2:15]1, predict the reactants needed to synthesize it. (3) Given the product [Br:1][C:2]1[CH:3]=[C:4]([CH:9]=[CH:10][C:11]=1[CH:12]=[C:26]1[CH2:31][CH2:30][CH2:29][CH2:28][CH2:27]1)[C:5]([OH:7])=[O:6], predict the reactants needed to synthesize it. The reactants are: [Br:1][C:2]1[CH:3]=[C:4]([CH:9]=[CH:10][C:11]=1[CH2:12]Br)[C:5]([O:7]C)=[O:6].P(OCC)(OCC)OCC.[H-].[Na+].[C:26]1(=O)[CH2:31][CH2:30][CH2:29][CH2:28][CH2:27]1.